Task: Predict the reactants needed to synthesize the given product.. Dataset: Full USPTO retrosynthesis dataset with 1.9M reactions from patents (1976-2016) (1) Given the product [CH2:23]([N:21]([CH3:22])[CH2:19][CH2:18][CH:17]([N:30]1[CH2:34][CH2:33][CH2:32][CH2:31]1)[CH2:16][CH2:15][N:14]([CH2:7][C:8]1[CH:9]=[CH:10][CH:11]=[CH:12][CH:13]=1)[CH3:36])[C:24]1[CH:29]=[CH:28][CH:27]=[CH:26][CH:25]=1, predict the reactants needed to synthesize it. The reactants are: [H-].[Al+3].[Li+].[H-].[H-].[H-].[CH2:7]([N:14]([CH3:36])[C:15](=O)[CH2:16][CH:17]([N:30]1[CH2:34][CH2:33][CH2:32][CH2:31]1)[CH2:18][C:19]([N:21]([CH2:23][C:24]1[CH:29]=[CH:28][CH:27]=[CH:26][CH:25]=1)[CH3:22])=O)[C:8]1[CH:13]=[CH:12][CH:11]=[CH:10][CH:9]=1.CO. (2) Given the product [Cl:1][C:2]1[CH:7]=[CH:6][C:5]([O:8][CH:16]([C:13]2[CH:12]=[CH:11][C:10]([Cl:9])=[CH:15][CH:14]=2)[CH2:17][CH2:18][CH2:19][CH2:20][CH2:21][N:22]2[CH2:23][CH2:24][CH:25]([C:28]3[CH:29]=[C:30]([NH:34][C:35](=[O:39])[CH:36]([CH3:38])[CH3:37])[CH:31]=[CH:32][CH:33]=3)[CH2:26][CH2:27]2)=[CH:4][CH:3]=1, predict the reactants needed to synthesize it. The reactants are: [Cl:1][C:2]1[CH:7]=[CH:6][C:5]([OH:8])=[CH:4][CH:3]=1.[Cl:9][C:10]1[CH:15]=[CH:14][C:13]([CH:16](O)[CH2:17][CH2:18][CH2:19][CH2:20][CH2:21][N:22]2[CH2:27][CH2:26][CH:25]([C:28]3[CH:29]=[C:30]([NH:34][C:35](=[O:39])[CH:36]([CH3:38])[CH3:37])[CH:31]=[CH:32][CH:33]=3)[CH2:24][CH2:23]2)=[CH:12][CH:11]=1. (3) Given the product [F:24][C:25]1[CH:30]=[C:29]([N+:31]([O-:33])=[O:32])[CH:28]=[CH:27][C:26]=1[O:34][C:2]1[CH:7]=[CH:6][N:5]=[C:4]2[CH:8]=[C:9]([C:11]([N:13]3[CH2:17][CH2:16][CH2:15][CH2:14]3)=[O:12])[S:10][C:3]=12, predict the reactants needed to synthesize it. The reactants are: Cl[C:2]1[CH:7]=[CH:6][N:5]=[C:4]2[CH:8]=[C:9]([C:11]([N:13]3[CH2:17][CH2:16][CH2:15][CH2:14]3)=[O:12])[S:10][C:3]=12.C([O-])([O-])=O.[K+].[K+].[F:24][C:25]1[CH:30]=[C:29]([N+:31]([O-:33])=[O:32])[CH:28]=[CH:27][C:26]=1[OH:34].CO.CCOC(C)=O. (4) Given the product [C:2]([C:4]1[CH:5]=[C:6]([NH:10][S:20]([CH2:17][CH2:18][CH3:19])(=[O:22])=[O:21])[CH:7]=[CH:8][CH:9]=1)(=[O:3])[CH3:1], predict the reactants needed to synthesize it. The reactants are: [CH3:1][C:2]([C:4]1[CH:9]=[CH:8][CH:7]=[C:6]([NH2:10])[CH:5]=1)=[O:3].N1C=CC=CC=1.[CH2:17]([S:20](Cl)(=[O:22])=[O:21])[CH2:18][CH3:19].O. (5) Given the product [Br:1][C:2]1[CH:7]=[C:6]2[C:5](=[CH:4][CH:3]=1)[O:11][C:12]1([CH2:16][CH2:15][CH2:14][CH2:13]1)[CH2:9][C:8]2=[O:10], predict the reactants needed to synthesize it. The reactants are: [Br:1][C:2]1[CH:3]=[CH:4][C:5]([OH:11])=[C:6]([C:8](=[O:10])[CH3:9])[CH:7]=1.[C:12]1(=O)[CH2:16][CH2:15][CH2:14][CH2:13]1.N1CCCC1.Cl. (6) Given the product [CH2:1]([N:3]([CH2:4][CH3:5])[C:12]1[CH:17]=[CH:16][C:15]([C:18]([F:21])([F:20])[F:19])=[CH:14][C:13]=1[N+:22]([O-:24])=[O:23])[CH3:2], predict the reactants needed to synthesize it. The reactants are: [CH2:1]([NH:3][CH2:4][CH3:5])[CH3:2].CN(C)C=O.F[C:12]1[CH:17]=[CH:16][C:15]([C:18]([F:21])([F:20])[F:19])=[CH:14][C:13]=1[N+:22]([O-:24])=[O:23]. (7) Given the product [CH3:35][N:36]([CH3:40])[CH2:37][CH2:38][NH:39][C:31](=[O:33])[CH2:30][N:8]1[C:4]2=[N:5][CH:6]=[N:7][C:2]([NH2:1])=[C:3]2[C:10]([C:11]2[CH:16]=[CH:15][C:14]([NH:17][S:18]([C:21]3[CH:26]=[CH:25][CH:24]=[C:23]([Cl:27])[C:22]=3[Cl:28])(=[O:19])=[O:20])=[C:13]([F:29])[CH:12]=2)=[N:9]1, predict the reactants needed to synthesize it. The reactants are: [NH2:1][C:2]1[N:7]=[CH:6][N:5]=[C:4]2[N:8]([CH2:30][C:31]([O:33]C)=O)[N:9]=[C:10]([C:11]3[CH:16]=[CH:15][C:14]([NH:17][S:18]([C:21]4[CH:26]=[CH:25][CH:24]=[C:23]([Cl:27])[C:22]=4[Cl:28])(=[O:20])=[O:19])=[C:13]([F:29])[CH:12]=3)[C:3]=12.[CH3:35][N:36]([CH3:40])[CH2:37][CH2:38][NH2:39]. (8) Given the product [ClH:35].[F:1][CH2:2][CH2:3][NH:4][C:5]1[S:6][C:7]2[CH:13]=[C:12]([C:14]3[CH:19]=[CH:18][C:17]([NH:20][CH3:21])=[CH:16][CH:15]=3)[CH:11]=[CH:10][C:8]=2[N:9]=1, predict the reactants needed to synthesize it. The reactants are: [F:1][CH2:2][CH2:3][NH:4][C:5]1[S:6][C:7]2[CH:13]=[C:12]([C:14]3[CH:19]=[CH:18][C:17]([N:20](C)[C:21](=O)OC(C)(C)C)=[CH:16][CH:15]=3)[CH:11]=[CH:10][C:8]=2[N:9]=1.O1CCOCC1.[ClH:35]. (9) Given the product [CH3:1][O:2][C:3](=[O:9])[CH:4]([CH:10]=[O:11])[CH2:5][CH2:6][O:7][CH3:8], predict the reactants needed to synthesize it. The reactants are: [CH3:1][O:2][C:3](=[O:9])[CH2:4][CH2:5][CH2:6][O:7][CH3:8].[CH:10](OCC)=[O:11]. (10) Given the product [NH:8]1[CH:12]=[C:11]([C:13]2([OH:17])[CH2:16][O:15][CH2:14]2)[N:10]=[CH:9]1, predict the reactants needed to synthesize it. The reactants are: C([N:8]1[CH:12]=[C:11]([C:13]2([OH:17])[CH2:16][O:15][CH2:14]2)[N:10]=[CH:9]1)C1C=CC=CC=1.C(N1C=C(I)N=C1)C1C=CC=CC=1.CC[Mg+].[Br-].